Dataset: Reaction yield outcomes from USPTO patents with 853,638 reactions. Task: Predict the reaction yield, written as a fraction of the theoretical maximum amount of product (1.0 means a 100% yield; for example, 0.34 means a 34% yield). The reactants are C[O:2][C:3](=[O:18])[C:4]1[CH:9]=[CH:8][C:7]([CH2:10][O:11][CH:12]2[CH2:17][CH2:16][CH2:15][CH2:14][O:13]2)=[CH:6][CH:5]=1.[OH-].[Na+]. The catalyst is CCO. The product is [O:13]1[CH2:14][CH2:15][CH2:16][CH2:17][CH:12]1[O:11][CH2:10][C:7]1[CH:8]=[CH:9][C:4]([C:3]([OH:18])=[O:2])=[CH:5][CH:6]=1. The yield is 0.710.